From a dataset of hERG Central: cardiac toxicity at 1µM, 10µM, and general inhibition. Predict hERG channel inhibition at various concentrations. (1) The drug is O=C(COC(=O)c1ccccc1NCCO)Nc1cc(C(F)(F)F)ccc1N1CCOCC1. Results: hERG_inhib (hERG inhibition (general)): blocker. (2) The compound is Cc1cc(N/N=C/c2ccccc2O)c2ccccc2n1. Results: hERG_inhib (hERG inhibition (general)): blocker.